Dataset: Forward reaction prediction with 1.9M reactions from USPTO patents (1976-2016). Task: Predict the product of the given reaction. (1) Given the reactants [Si:1]([O:8][C@@H:9]1[CH2:14][C@H:13]2[C@H:11]([O:12]2)[C@H:10]1[CH:15]([F:20])[C:16]([O:18][CH3:19])=[O:17])([C:4]([CH3:7])([CH3:6])[CH3:5])([CH3:3])[CH3:2].CCCCCC.C([Al](CC)CC)C.C[Si](C)(C)[N-][Si](C)(C)C.[Li+].C(O)(=O)CC(CC(O)=O)(C(O)=O)O, predict the reaction product. The product is: [Si:1]([O:8][C@@H:9]1[CH2:14][C@H:13]([OH:12])[C@@H:11]2[C@H:10]1[C@@:15]2([F:20])[C:16]([O:18][CH3:19])=[O:17])([C:4]([CH3:7])([CH3:6])[CH3:5])([CH3:3])[CH3:2]. (2) Given the reactants [Cl:1][C:2]1[C:10]([C:11]2[CH2:15][CH2:14][O:13][N:12]=2)=[C:9]([S:16]([CH3:19])(=[O:18])=[O:17])[CH:8]=[CH:7][C:3]=1[C:4](Cl)=[O:5].C(N(CC)CC)C.[OH:27][C:28]1[N:32]([CH3:33])[N:31]=[CH:30][CH:29]=1, predict the reaction product. The product is: [Cl:1][C:2]1[C:10]([C:11]2[CH2:15][CH2:14][O:13][N:12]=2)=[C:9]([S:16]([CH3:19])(=[O:18])=[O:17])[CH:8]=[CH:7][C:3]=1[C:4]([C:29]1[CH:30]=[N:31][N:32]([CH3:33])[C:28]=1[OH:27])=[O:5].